From a dataset of NCI-60 drug combinations with 297,098 pairs across 59 cell lines. Regression. Given two drug SMILES strings and cell line genomic features, predict the synergy score measuring deviation from expected non-interaction effect. (1) Drug 1: C1C(C(OC1N2C=C(C(=O)NC2=O)F)CO)O. Drug 2: C1CC(C1)(C(=O)O)C(=O)O.[NH2-].[NH2-].[Pt+2]. Cell line: 786-0. Synergy scores: CSS=29.5, Synergy_ZIP=-9.15, Synergy_Bliss=-1.44, Synergy_Loewe=0.931, Synergy_HSA=1.37. (2) Drug 1: C1=C(C(=O)NC(=O)N1)N(CCCl)CCCl. Drug 2: C1=CC(=CC=C1C#N)C(C2=CC=C(C=C2)C#N)N3C=NC=N3. Cell line: OVCAR3. Synergy scores: CSS=10.9, Synergy_ZIP=-5.83, Synergy_Bliss=-4.21, Synergy_Loewe=-6.62, Synergy_HSA=-4.08. (3) Drug 1: CC1=CC2C(CCC3(C2CCC3(C(=O)C)OC(=O)C)C)C4(C1=CC(=O)CC4)C. Drug 2: C1=C(C(=O)NC(=O)N1)F. Cell line: HCC-2998. Synergy scores: CSS=15.7, Synergy_ZIP=-8.34, Synergy_Bliss=-18.1, Synergy_Loewe=-20.8, Synergy_HSA=-19.5. (4) Drug 1: CC1=C2C(C(=O)C3(C(CC4C(C3C(C(C2(C)C)(CC1OC(=O)C(C(C5=CC=CC=C5)NC(=O)OC(C)(C)C)O)O)OC(=O)C6=CC=CC=C6)(CO4)OC(=O)C)O)C)O. Drug 2: CCC1(C2=C(COC1=O)C(=O)N3CC4=CC5=C(C=CC(=C5CN(C)C)O)N=C4C3=C2)O.Cl. Cell line: SF-539. Synergy scores: CSS=52.7, Synergy_ZIP=-3.09, Synergy_Bliss=-1.80, Synergy_Loewe=-8.13, Synergy_HSA=-0.781.